Dataset: Full USPTO retrosynthesis dataset with 1.9M reactions from patents (1976-2016). Task: Predict the reactants needed to synthesize the given product. (1) Given the product [C:20]12([NH:25][C:26]([C:28]3[CH:29]=[C:30]([C:34]4[CH:35]=[C:36]5[C:47]([C:48]([NH:50][CH3:51])=[O:49])=[C:46]([C:52]6[CH:53]=[CH:54][C:55]([F:58])=[CH:56][CH:57]=6)[O:45][C:37]5=[N:38][C:39]=4[N:40]([CH2:7][C:8]([F:9])([F:10])[F:11])[S:41]([CH3:44])(=[O:42])=[O:43])[CH:31]=[CH:32][CH:33]=3)=[O:27])[CH2:23][CH:22]([CH2:24]1)[CH2:21]2, predict the reactants needed to synthesize it. The reactants are: FC(F)(F)S(O[CH2:7][C:8]([F:11])([F:10])[F:9])(=O)=O.C(=O)([O-])[O-].[Cs+].[Cs+].[C:20]12([NH:25][C:26]([C:28]3[CH:29]=[C:30]([C:34]4[CH:35]=[C:36]5[C:47]([C:48]([NH:50][CH3:51])=[O:49])=[C:46]([C:52]6[CH:57]=[CH:56][C:55]([F:58])=[CH:54][CH:53]=6)[O:45][C:37]5=[N:38][C:39]=4[NH:40][S:41]([CH3:44])(=[O:43])=[O:42])[CH:31]=[CH:32][CH:33]=3)=[O:27])[CH2:24][CH:22]([CH2:23]1)[CH2:21]2. (2) Given the product [F:20][C:17]([F:18])([F:19])[C:14]1[N:12]2[N:13]=[C:8]([N:1]3[CH2:7][CH2:6][CH2:5][N:4]([CH2:26][C:25]4[CH:28]=[CH:29][CH:30]=[C:23]([C:22]([F:21])([F:31])[F:32])[CH:24]=4)[CH2:3][CH2:2]3)[CH:9]=[CH:10][C:11]2=[N:16][N:15]=1, predict the reactants needed to synthesize it. The reactants are: [N:1]1([C:8]2[CH:9]=[CH:10][C:11]3[N:12]([C:14]([C:17]([F:20])([F:19])[F:18])=[N:15][N:16]=3)[N:13]=2)[CH2:7][CH2:6][CH2:5][NH:4][CH2:3][CH2:2]1.[F:21][C:22]([F:32])([F:31])[C:23]1[CH:24]=[C:25]([CH:28]=[CH:29][CH:30]=1)[CH:26]=O. (3) Given the product [F:32][C:33]1[CH:38]=[CH:37][C:36]([S:39]([N:18]2[CH2:19][CH2:20][CH2:21][CH:16]([N:13]3[C:14]4[CH:15]=[C:7]([C:1]5[CH:2]=[CH:3][CH:4]=[CH:5][CH:6]=5)[CH:8]=[C:9]([C:22]([NH2:24])=[O:23])[C:10]=4[CH:11]=[N:12]3)[CH2:17]2)(=[O:41])=[O:40])=[CH:35][CH:34]=1, predict the reactants needed to synthesize it. The reactants are: [C:1]1([C:7]2[CH:8]=[C:9]([C:22]([NH2:24])=[O:23])[C:10]3[CH:11]=[N:12][N:13]([CH:16]4[CH2:21][CH2:20][CH2:19][NH:18][CH2:17]4)[C:14]=3[CH:15]=2)[CH:6]=[CH:5][CH:4]=[CH:3][CH:2]=1.C(N(CC)CC)C.[F:32][C:33]1[CH:38]=[CH:37][C:36]([S:39](Cl)(=[O:41])=[O:40])=[CH:35][CH:34]=1. (4) Given the product [CH:29]([NH:28][C@@H:17]1[CH:18]2[C@:23]([CH3:24])([CH2:22][CH2:21][C:20](=[O:50])[CH2:19]2)[C@@H:25]2[C@H:15]([C@H:6]3[C@@:4]([CH2:27][CH2:26]2)([CH3:5])[C:3](=[O:12])[CH2:8][CH2:7]3)[CH2:16]1)=[O:30], predict the reactants needed to synthesize it. The reactants are: C1CO[C:8]23OCC[O:12][C:3]2([C@:4]2([CH2:27][CH2:26][C@H:25]4[C@@H:15]([CH2:16][C@H:17]([NH:28][CH:29]=[O:30])[CH:18]5[C@:23]4([CH3:24])[CH2:22][CH2:21][CH2:20][CH2:19]5)[C@@H:6]2[CH2:7]3)[CH3:5])O1.C=C1C2[C@](C)(CCC(=[O:50])C2)[C@@H]2[C@H]([C@H]3[C@@](CC2)(C)C(=O)CC3)C1. (5) Given the product [OH:1][C@H:2]1[CH2:7][CH2:6][C@H:5]([NH:8][C:9]2[CH:10]=[CH:11][C:12]3[N:13]([C:15]([C:18]4[CH:19]=[C:20]([CH:25]=[CH:26][CH:27]=4)[C:21]([OH:23])=[O:22])=[CH:16][N:17]=3)[N:14]=2)[CH2:4][CH2:3]1, predict the reactants needed to synthesize it. The reactants are: [OH:1][C@H:2]1[CH2:7][CH2:6][C@H:5]([NH:8][C:9]2[CH:10]=[CH:11][C:12]3[N:13]([C:15]([C:18]4[CH:19]=[C:20]([CH:25]=[CH:26][CH:27]=4)[C:21]([O:23]C)=[O:22])=[CH:16][N:17]=3)[N:14]=2)[CH2:4][CH2:3]1.[OH-].[Na+].